Dataset: Forward reaction prediction with 1.9M reactions from USPTO patents (1976-2016). Task: Predict the product of the given reaction. Given the reactants C([O:8][C:9]1[C:14](=[O:15])[CH:13]=[CH:12][O:11][C:10]=1[CH:16]([NH:53][C:54](=[O:62])[C:55]1[CH:60]=[CH:59][CH:58]=[CH:57][C:56]=1[CH3:61])[CH2:17][C:18]([C:38]1[O:39][CH:40]=[CH:41][C:42](=[O:52])[C:43]=1[O:44]CC1C=CC=CC=1)([C:23]1[O:24][CH:25]=[CH:26][C:27](=[O:37])[C:28]=1[O:29]CC1C=CC=CC=1)[NH:19][C:20]([OH:22])=[O:21])C1C=CC=CC=1, predict the reaction product. The product is: [OH:8][C:9]1[C:14](=[O:15])[CH:13]=[CH:12][O:11][C:10]=1[CH:16]([NH:53][C:54](=[O:62])[C:55]1[CH:60]=[CH:59][CH:58]=[CH:57][C:56]=1[CH3:61])[CH2:17][C:18]([C:23]1[O:24][CH:25]=[CH:26][C:27](=[O:37])[C:28]=1[OH:29])([C:38]1[O:39][CH:40]=[CH:41][C:42](=[O:52])[C:43]=1[OH:44])[NH:19][C:20]([OH:22])=[O:21].